This data is from Forward reaction prediction with 1.9M reactions from USPTO patents (1976-2016). The task is: Predict the product of the given reaction. Given the reactants C([Li])CCC.[Cl:6][C:7]1[CH:8]=[CH:9][C:10]2[O:14][CH:13]=[C:12]([CH3:15])[C:11]=2[CH:16]=1.CN([CH:20]=[O:21])C, predict the reaction product. The product is: [Cl:6][C:7]1[CH:8]=[CH:9][C:10]2[O:14][C:13]([CH:20]=[O:21])=[C:12]([CH3:15])[C:11]=2[CH:16]=1.